This data is from Forward reaction prediction with 1.9M reactions from USPTO patents (1976-2016). The task is: Predict the product of the given reaction. (1) Given the reactants [C:1]([O:14][CH3:15])(=[O:13])/[CH:2]=[CH:3]/[C:4]1[CH:12]=[CH:11][C:9]([OH:10])=[C:6]([O:7][CH3:8])[CH:5]=1.[C:16]([O-])([O-])=[O:17].[K+].[K+].[I-].[Na+].P(O)([O-])([O-])=O.[Na+].[Na+].C[C:32]([CH3:34])=[O:33], predict the reaction product. The product is: [CH3:15][O:14][C:1](=[O:13])[CH:2]=[CH:3][C:4]1[CH:12]=[CH:11][C:9]([O:10][CH2:34][C:32]([O:17][CH3:16])=[O:33])=[C:6]([O:7][CH3:8])[CH:5]=1. (2) Given the reactants [Br:1][C:2]1[CH:3]=[CH:4][C:5]([O:10][CH2:11][C:12]([F:15])([F:14])[F:13])=[C:6]([CH:9]=1)[CH:7]=O.[Cl:16][C:17]1[CH:25]=[C:24]2[C:20]([CH2:21][C:22](=[O:26])[NH:23]2)=[CH:19][CH:18]=1.N1CCCC1, predict the reaction product. The product is: [Br:1][C:2]1[CH:3]=[CH:4][C:5]([O:10][CH2:11][C:12]([F:15])([F:14])[F:13])=[C:6]([CH:9]=1)/[CH:7]=[C:21]1\[C:22](=[O:26])[NH:23][C:24]2[C:20]\1=[CH:19][CH:18]=[C:17]([Cl:16])[CH:25]=2. (3) Given the reactants F[C:2]1[CH:11]=[C:10]([F:12])[C:9]2[C:4](=[CH:5][C:6]([O:13][CH3:14])=[CH:7][CH:8]=2)[N:3]=1.C1C[O:18][CH2:17]C1.C[O-].[Na+], predict the reaction product. The product is: [F:12][C:10]1[C:9]2[C:4](=[CH:5][C:6]([O:13][CH3:14])=[CH:7][CH:8]=2)[N:3]=[C:2]([O:18][CH3:17])[CH:11]=1. (4) Given the reactants C(C1C=[C:5]2[C:11]([C:12]3[CH:13]=[C:14]([CH:35]=[CH:36][CH:37]=3)[CH2:15][NH:16][C:17]([C:19]3[C:20](=[O:34])[N:21]([CH2:25][C:26]4[CH:31]=[CH:30][C:29]([F:32])=[C:28]([F:33])[CH:27]=4)[CH:22]=[CH:23][CH:24]=3)=[O:18])=[CH:10][NH:9][C:6]2=[N:7]C=1)#N.FC1C=[C:41](C=CC=1F)[CH2:42][N:43]1C=CC=C(C(NCC2C=C(B(O)O)C=CC=2)=O)C1=O.[B].N1C=CN=C2NC=CC=12, predict the reaction product. The product is: [N:43]1[CH:42]=[CH:41][N:7]=[C:6]2[NH:9][CH:10]=[C:11]([C:12]3[CH:13]=[C:14]([CH:35]=[CH:36][CH:37]=3)[CH2:15][NH:16][C:17]([C:19]3[C:20](=[O:34])[N:21]([CH2:25][C:26]4[CH:31]=[CH:30][C:29]([F:32])=[C:28]([F:33])[CH:27]=4)[CH:22]=[CH:23][CH:24]=3)=[O:18])[C:5]=12. (5) Given the reactants [CH3:1][N:2]([CH2:14][C:15]1[CH:24]=[CH:23][C:18]([C:19](OC)=[O:20])=[CH:17][CH:16]=1)[C:3]1[S:4][CH:5]=[C:6]([C:8]2[CH:13]=[CH:12][CH:11]=[CH:10][CH:9]=2)[N:7]=1.[H-].C([Al+]CC(C)C)C(C)C.CCCCCC.O.O.O.O.O.O.O.O.O.O.[O-]S([O-])(=O)=O.[Na+].[Na+], predict the reaction product. The product is: [CH3:1][N:2]([CH2:14][C:15]1[CH:16]=[CH:17][C:18]([CH2:19][OH:20])=[CH:23][CH:24]=1)[C:3]1[S:4][CH:5]=[C:6]([C:8]2[CH:9]=[CH:10][CH:11]=[CH:12][CH:13]=2)[N:7]=1.